This data is from Reaction yield outcomes from USPTO patents with 853,638 reactions. The task is: Predict the reaction yield, written as a fraction of the theoretical maximum amount of product (1.0 means a 100% yield; for example, 0.34 means a 34% yield). (1) The reactants are [CH3:1][O:2][C:3](=[O:25])[CH2:4][C:5]1[C:14]([CH3:15])=[C:13](OS(C(F)(F)F)(=O)=O)[C:12]2[C:7](=[CH:8][CH:9]=[C:10]([Cl:24])[CH:11]=2)[CH:6]=1.C1(P(C2C=CC=CC=2)C2C=CC=CC=2)C=CC=CC=1.B(O)(O)[C:46]1[CH:51]=[CH:50][C:49]([S:52]([NH:55][CH:56]2[CH2:61][CH2:60][CH2:59][CH2:58][CH2:57]2)(=[O:54])=[O:53])=[CH:48][CH:47]=1.C(=O)([O-])[O-].[Na+].[Na+]. The catalyst is C(COC)OC.C([O-])(=O)C.[Pd+2].C([O-])(=O)C.O. The product is [CH3:1][O:2][C:3](=[O:25])[CH2:4][C:5]1[C:14]([CH3:15])=[C:13]([C:46]2[CH:47]=[CH:48][C:49]([S:52](=[O:53])(=[O:54])[NH:55][CH:56]3[CH2:61][CH2:60][CH2:59][CH2:58][CH2:57]3)=[CH:50][CH:51]=2)[C:8]2[C:7](=[CH:12][CH:11]=[C:10]([Cl:24])[CH:9]=2)[CH:6]=1. The yield is 0.500. (2) The reactants are Cl[C:2]1[CH:7]=[C:6]([C:8]2[CH:13]=[CH:12][C:11]([O:14][C:15]([F:18])([F:17])[F:16])=[CH:10][CH:9]=2)[N:5]=[CH:4][N:3]=1.[CH3:19][N:20](C)C=O. The catalyst is O.[C-]#N.[C-]#N.[Zn+2].C1C=CC(P(C2C=CC=CC=2)[C-]2C=CC=C2)=CC=1.C1C=CC(P(C2C=CC=CC=2)[C-]2C=CC=C2)=CC=1.[Fe+2].C1C=CC(/C=C/C(/C=C/C2C=CC=CC=2)=O)=CC=1.C1C=CC(/C=C/C(/C=C/C2C=CC=CC=2)=O)=CC=1.C1C=CC(/C=C/C(/C=C/C2C=CC=CC=2)=O)=CC=1.[Pd].[Pd]. The product is [F:16][C:15]([F:18])([F:17])[O:14][C:11]1[CH:12]=[CH:13][C:8]([C:6]2[N:5]=[CH:4][N:3]=[C:2]([C:19]#[N:20])[CH:7]=2)=[CH:9][CH:10]=1. The yield is 0.410. (3) The reactants are C([O:3][C:4]([C:6]1[O:10][N:9]=[C:8]([C:11]2[CH:16]=[CH:15][C:14]([O:17][Si:18]([C:21]([CH3:24])([CH3:23])[CH3:22])([CH3:20])[CH3:19])=[CH:13][CH:12]=2)[CH:7]=1)=O)C.[NH3:25]. The catalyst is CCO. The product is [C:21]([Si:18]([CH3:20])([CH3:19])[O:17][C:14]1[CH:15]=[CH:16][C:11]([C:8]2[CH:7]=[C:6]([C:4]([NH2:25])=[O:3])[O:10][N:9]=2)=[CH:12][CH:13]=1)([CH3:24])([CH3:23])[CH3:22]. The yield is 0.350. (4) The yield is 0.980. The reactants are C(OC(=O)[NH:7][C@H:8]([C:10]1[CH:15]=[CH:14][C:13]([F:16])=[CH:12][N:11]=1)[CH3:9])(C)(C)C.[ClH:18].O1CCOCC1. The catalyst is ClCCl. The product is [ClH:18].[F:16][C:13]1[CH:14]=[CH:15][C:10]([C@@H:8]([NH2:7])[CH3:9])=[N:11][CH:12]=1. (5) The reactants are [Si:1]([O:8][C:9]1[CH:14]=[C:13]([CH3:15])[C:12]([C:16]2[CH:21]=[CH:20][CH:19]=[C:18]([CH:22]=[O:23])[CH:17]=2)=[C:11]([CH3:24])[C:10]=1[Cl:25])([C:4]([CH3:7])([CH3:6])[CH3:5])([CH3:3])[CH3:2].CO.[BH4-].[Na+].O. The catalyst is O1CCCC1. The product is [Si:1]([O:8][C:9]1[CH:14]=[C:13]([CH3:15])[C:12]([C:16]2[CH:21]=[CH:20][CH:19]=[C:18]([CH2:22][OH:23])[CH:17]=2)=[C:11]([CH3:24])[C:10]=1[Cl:25])([C:4]([CH3:5])([CH3:7])[CH3:6])([CH3:3])[CH3:2]. The yield is 0.970.